This data is from Reaction yield outcomes from USPTO patents with 853,638 reactions. The task is: Predict the reaction yield, written as a fraction of the theoretical maximum amount of product (1.0 means a 100% yield; for example, 0.34 means a 34% yield). (1) The reactants are [Si:1]([O:8][C@@H:9]1[C@H:13]([CH2:14][O:15][Si:16]([C:19]([CH3:22])([CH3:21])[CH3:20])([CH3:18])[CH3:17])[CH2:12][C@@H:11]([NH:23][C:24]2[CH:29]=[C:28](Cl)[N:27]=[CH:26][N:25]=2)[CH2:10]1)([C:4]([CH3:7])([CH3:6])[CH3:5])([CH3:3])[CH3:2].[CH3:31][O:32][C@H:33]1[CH2:41][C:40]2[C:35](=[CH:36][CH:37]=[CH:38][CH:39]=2)[C@H:34]1[NH2:42].C([O-])([O-])=O.[Na+].[Na+]. No catalyst specified. The product is [Si:1]([O:8][C@@H:9]1[C@H:13]([CH2:14][O:15][Si:16]([C:19]([CH3:22])([CH3:21])[CH3:20])([CH3:18])[CH3:17])[CH2:12][C@@H:11]([NH:23][C:24]2[CH:29]=[C:28]([NH:42][C@@H:34]3[C:35]4[C:40](=[CH:39][CH:38]=[CH:37][CH:36]=4)[CH2:41][C@@H:33]3[O:32][CH3:31])[N:27]=[CH:26][N:25]=2)[CH2:10]1)([C:4]([CH3:7])([CH3:6])[CH3:5])([CH3:3])[CH3:2]. The yield is 0.460. (2) The reactants are [NH2:1][C:2]1[C:10]2[C:9]([C:11]3[CH:16]=[CH:15][CH:14]=[C:13]([NH2:17])[CH:12]=3)=[N:8][C:7]([NH:18][CH:19]3[CH2:21][CH2:20]3)=[N:6][C:5]=2[S:4][C:3]=1[C:22]([NH2:24])=[O:23].[C:25]1([CH2:31][CH:32]=O)[CH:30]=[CH:29][CH:28]=[CH:27][CH:26]=1.C(O[BH-](OC(=O)C)OC(=O)C)(=O)C.[Na+].C([O-])(O)=O.[Na+]. The catalyst is CC(O)=O.CN(C=O)C. The product is [NH2:1][C:2]1[C:10]2[C:9]([C:11]3[CH:16]=[CH:15][CH:14]=[C:13]([NH:17][CH2:32][CH2:31][C:25]4[CH:30]=[CH:29][CH:28]=[CH:27][CH:26]=4)[CH:12]=3)=[N:8][C:7]([NH:18][CH:19]3[CH2:20][CH2:21]3)=[N:6][C:5]=2[S:4][C:3]=1[C:22]([NH2:24])=[O:23]. The yield is 0.380. (3) The reactants are Cl.[O:2]1[C:8]2[CH:9]=[CH:10][C:11](OC(=O)C3C=CC=CC=3)=[CH:12][C:7]=2[CH2:6][NH:5][CH2:4][CH2:3]1.Cl[C:23]1[C:28]([CH2:29][C:30]2[CH:35]=[CH:34][C:33]([F:36])=[CH:32][CH:31]=2)=[C:27]([CH3:37])[N:26]=[CH:25][N:24]=1.[C:38](=[O:41])([O-])[O-].[K+].[K+].CN([CH:47]=[O:48])C. The catalyst is C(OCC)(=O)C. The product is [F:36][C:33]1[CH:34]=[CH:35][C:30]([CH2:29][C:28]2[C:23]([N:5]3[CH2:6][C:7]4[CH:12]=[C:11]([C:7]5[CH:12]=[CH:11][C:10]([C:38]([O:48][CH3:47])=[O:41])=[CH:9][CH:8]=5)[CH:10]=[CH:9][C:8]=4[O:2][CH2:3][CH2:4]3)=[N:24][CH:25]=[N:26][C:27]=2[CH3:37])=[CH:31][CH:32]=1. The yield is 0.500. (4) The reactants are [O:1]1[C:5]2[CH:6]=[CH:7][C:8]([CH2:10][C:11]#N)=[CH:9][C:4]=2[O:3][CH2:2]1.Br[CH2:14][CH2:15]Cl.[OH-:17].[Na+].[OH2:19]. The catalyst is [Cl-].C([N+](CC)(CC)CC)C1C=CC=CC=1. The product is [O:1]1[C:5]2[CH:6]=[CH:7][C:8]([C:10]3([C:11]([OH:19])=[O:17])[CH2:15][CH2:14]3)=[CH:9][C:4]=2[O:3][CH2:2]1. The yield is 0.801. (5) The reactants are C[N:2](C(ON1N=NC2C=CC=CC1=2)=[N+](C)C)C.F[P-](F)(F)(F)(F)F.Cl.Cl.[CH3:27][CH:28]1[C:36]2[C:35]([N:37]3[CH2:42][CH2:41][NH:40][CH2:39][CH2:38]3)=[N:34][CH:33]=[N:32][C:31]=2[CH2:30][S:29]1.C(OC([C:50]1([CH2:53][CH:54]([C:58]2[CH:63]=[CH:62][C:61]([Cl:64])=[CH:60][CH:59]=2)[C:55](O)=[O:56])[CH2:52][CH2:51]1)=O)(C)(C)C. The catalyst is C(Cl)Cl. The yield is 0.810. The product is [NH2:2][C:50]1([CH2:53][CH:54]([C:58]2[CH:63]=[CH:62][C:61]([Cl:64])=[CH:60][CH:59]=2)[C:55]([N:40]2[CH2:41][CH2:42][N:37]([C:35]3[C:36]4[CH:28]([CH3:27])[S:29][CH2:30][C:31]=4[N:32]=[CH:33][N:34]=3)[CH2:38][CH2:39]2)=[O:56])[CH2:52][CH2:51]1. (6) The reactants are [F:1][C:2]([F:33])([F:32])[C:3]1[N:8]=[CH:7][C:6]([C@H:9]([NH:12][C:13]([C:15]2[CH:16]=[C:17]([C:24]([N:26]3[CH2:30][CH2:29][CH2:28][C@@H:27]3[CH3:31])=[O:25])[N:18]3[CH2:23][CH2:22][O:21][CH2:20][C:19]=23)=[O:14])[CH2:10][CH3:11])=[CH:5][CH:4]=1.[Br:34]N1C(=O)CCC1=O.ClCCl. The catalyst is C(Cl)(Cl)Cl. The product is [F:33][C:2]([F:1])([F:32])[C:3]1[N:8]=[CH:7][C:6]([C@H:9]([NH:12][C:13]([C:15]2[C:16]([Br:34])=[C:17]([C:24]([N:26]3[CH2:30][CH2:29][CH2:28][C@@H:27]3[CH3:31])=[O:25])[N:18]3[CH2:23][CH2:22][O:21][CH2:20][C:19]=23)=[O:14])[CH2:10][CH3:11])=[CH:5][CH:4]=1. The yield is 0.860. (7) The reactants are C([N:8]1[C:16]2[C:15]3=[N:17][N:18]=[CH:19][N:14]3[C:13](=[O:20])[N:12]([CH2:21][CH2:22][CH2:23][CH2:24][CH3:25])[C:11]=2[N:10]=[CH:9]1)C1C=CC=CC=1.Cl. The catalyst is C(O)(=O)C.[OH-].[Pd+2].[OH-]. The product is [CH2:21]([N:12]1[C:11]2[N:10]=[CH:9][NH:8][C:16]=2[C:15]2=[N:17][N:18]=[CH:19][N:14]2[C:13]1=[O:20])[CH2:22][CH2:23][CH2:24][CH3:25]. The yield is 0.656.